Dataset: Forward reaction prediction with 1.9M reactions from USPTO patents (1976-2016). Task: Predict the product of the given reaction. Given the reactants Cl[C:2]1[CH:7]=[CH:6][N:5]=[C:4]([NH2:8])[CH:3]=1.[NH:9]1[CH2:12][CH2:11][CH2:10]1.C(=O)([O-])[O-].[Cs+].[Cs+], predict the reaction product. The product is: [N:9]1([C:2]2[CH:7]=[CH:6][N:5]=[C:4]([NH2:8])[CH:3]=2)[CH2:12][CH2:11][CH2:10]1.